From a dataset of Reaction yield outcomes from USPTO patents with 853,638 reactions. Predict the reaction yield, written as a fraction of the theoretical maximum amount of product (1.0 means a 100% yield; for example, 0.34 means a 34% yield). (1) The reactants are C([O:5][C:6]([N:8]1[CH2:12][C@@H:11]([C:13]2[C:21]3[C:16](=[CH:17][CH:18]=[CH:19][CH:20]=3)[NH:15][CH:14]=2)[C@H:10]([C:22]2[C:32]3=[C:33]4[C:28](=[CH:29][CH:30]=[CH:31]3)[CH2:27][CH2:26][CH2:25][N:24]4[CH:23]=2)[CH2:9]1)=O)(C)(C)C.Cl.O1CCOCC1.CCN(C(C)C)C(C)C.[CH:50]1(C(Cl)=O)[CH2:53][CH2:52][CH2:51]1. The catalyst is C(Cl)Cl. The product is [CH:50]1([C:6]([N:8]2[CH2:12][C@@H:11]([C:13]3[C:21]4[C:16](=[CH:17][CH:18]=[CH:19][CH:20]=4)[NH:15][CH:14]=3)[C@H:10]([C:22]3[C:32]4=[C:33]5[C:28](=[CH:29][CH:30]=[CH:31]4)[CH2:27][CH2:26][CH2:25][N:24]5[CH:23]=3)[CH2:9]2)=[O:5])[CH2:53][CH2:52][CH2:51]1. The yield is 0.430. (2) The reactants are [Br:1][C:2]1[CH:10]=[C:9]2[C:5]([CH2:6][C:7]3([CH2:27][CH2:26][CH:25]([O:28][CH3:29])[CH2:24][CH2:23]3)[C:8]2([NH:16][S:17]([C:19]([CH3:22])([CH3:21])[CH3:20])=[O:18])[C:11]([O:13][CH2:14][CH3:15])=C)=[CH:4][CH:3]=1.C[O:31]C1C=CC(P2(SP(C3C=CC(OC)=CC=3)(=S)S2)=S)=CC=1. The catalyst is O1CCOCC1. The product is [Br:1][C:2]1[CH:10]=[C:9]2[C:5]([CH2:6][C:7]3([CH2:27][CH2:26][CH:25]([O:28][CH3:29])[CH2:24][CH2:23]3)[C:8]2([NH:16][S:17]([C:19]([CH3:21])([CH3:22])[CH3:20])=[O:18])[C:11]([O:13][CH2:14][CH3:15])=[O:31])=[CH:4][CH:3]=1. The yield is 0.340.